Dataset: Full USPTO retrosynthesis dataset with 1.9M reactions from patents (1976-2016). Task: Predict the reactants needed to synthesize the given product. Given the product [C:16]1([NH:15][CH2:14][C:5]2[C:4]([NH2:1])=[C:13]3[C:8]([CH:9]=[CH:10][CH:11]=[N:12]3)=[CH:7][CH:6]=2)[CH:17]=[CH:18][CH:19]=[CH:20][CH:21]=1, predict the reactants needed to synthesize it. The reactants are: [N+:1]([C:4]1[C:5]([CH2:14][NH:15][C:16]2[CH:21]=[CH:20][CH:19]=[CH:18][CH:17]=2)=[CH:6][CH:7]=[C:8]2[C:13]=1[N:12]=[CH:11][CH:10]=[CH:9]2)([O-])=O.